From a dataset of Reaction yield outcomes from USPTO patents with 853,638 reactions. Predict the reaction yield, written as a fraction of the theoretical maximum amount of product (1.0 means a 100% yield; for example, 0.34 means a 34% yield). (1) The reactants are Cl[O-:2].[Na+].S(=O)(=O)(O)N.[O:9]1[C:13]2[CH:14]=[CH:15][CH:16]=[CH:17][C:12]=2[CH:11]=[C:10]1[CH:18]1[CH2:23][CH2:22][CH:21]([CH:24]=[O:25])[CH2:20][CH2:19]1. The catalyst is O.O1CCCC1. The product is [O:9]1[C:13]2[CH:14]=[CH:15][CH:16]=[CH:17][C:12]=2[CH:11]=[C:10]1[CH:18]1[CH2:19][CH2:20][CH:21]([C:24]([OH:2])=[O:25])[CH2:22][CH2:23]1. The yield is 1.00. (2) The reactants are [Br:1][C:2]1[N:3]=[CH:4][NH:5][CH:6]=1.[CH:7]1(B(O)O)[CH2:9][CH2:8]1.N1C=CC=CC=1C1C=CC=CN=1.C(=O)([O-])[O-].[K+].[K+]. The catalyst is ClCCCl.ClCCl.C([O-])([O-])=O.[Na+].[Na+].C([O-])(=O)C.[Cu+2].C([O-])(=O)C. The product is [Br:1][C:2]1[N:3]=[CH:4][N:5]([CH:7]2[CH2:9][CH2:8]2)[CH:6]=1. The yield is 0.284. (3) The reactants are [CH3:1][O:2][C:3]1[CH:11]=[C:10]([CH3:12])[CH:9]=[CH:8][C:4]=1[C:5](O)=[O:6].Cl.C([N:16]=C=NCCCN(C)C)C.ON1C2C=CC=CC=2N=N1.N.CO. The catalyst is ClCCl. The product is [CH3:1][O:2][C:3]1[CH:11]=[C:10]([CH3:12])[CH:9]=[CH:8][C:4]=1[C:5]([NH2:16])=[O:6]. The yield is 0.880.